Predict the product of the given reaction. From a dataset of Forward reaction prediction with 1.9M reactions from USPTO patents (1976-2016). (1) Given the reactants [Br:1][C:2]1[CH:3]=[C:4]2[C:8](=[CH:9][CH:10]=1)[N:7]([CH:11]1[CH2:16][CH2:15][N:14]([C:17]([O:19][C:20]([CH3:23])([CH3:22])[CH3:21])=[O:18])[CH2:13][CH2:12]1)[CH2:6][CH2:5]2.ClC1C(Cl)C(=O)C(C#N)C(C#N)C1=O.[OH-].[Na+], predict the reaction product. The product is: [Br:1][C:2]1[CH:3]=[C:4]2[C:8](=[CH:9][CH:10]=1)[N:7]([CH:11]1[CH2:16][CH2:15][N:14]([C:17]([O:19][C:20]([CH3:23])([CH3:22])[CH3:21])=[O:18])[CH2:13][CH2:12]1)[CH:6]=[CH:5]2. (2) The product is: [Cl:24][C:16]1[C:17]2[N:9]([CH2:8][C:6]3[CH:5]=[CH:4][CH:3]=[C:2]([CH3:1])[N:7]=3)[N:10]=[CH:11][C:12]=2[C:13]([NH2:18])=[CH:14][CH:15]=1. Given the reactants [CH3:1][C:2]1[N:7]=[C:6]([CH2:8][N:9]2[C:17]3[CH:16]=[CH:15][CH:14]=[C:13]([NH2:18])[C:12]=3[CH:11]=[N:10]2)[CH:5]=[CH:4][CH:3]=1.OS(O)(=O)=O.[Cl:24]N1C(=O)CCC1=O.C(=O)([O-])[O-].[Na+].[Na+], predict the reaction product. (3) Given the reactants Br[CH2:2][C:3]([CH3:6])([CH3:5])[CH3:4].[Mg].FC(F)(F)S(O[C:14]1[CH:19]=[C:18]([O:20][Si:21]([CH:28]([CH3:30])[CH3:29])([CH:25]([CH3:27])[CH3:26])[CH:22]([CH3:24])[CH3:23])[CH:17]=[CH:16][C:15]=1[C:31]1[CH:36]=[C:35]([O:37][CH3:38])[CH:34]=[CH:33][C:32]=1[F:39])(=O)=O.[Cl-].[NH4+], predict the reaction product. The product is: [F:39][C:32]1[CH:33]=[CH:34][C:35]([O:37][CH3:38])=[CH:36][C:31]=1[C:15]1[CH:14]=[CH:19][C:18]([O:20][Si:21]([CH:22]([CH3:24])[CH3:23])([CH:28]([CH3:30])[CH3:29])[CH:25]([CH3:27])[CH3:26])=[CH:17][C:16]=1[CH2:2][C:3]([CH3:6])([CH3:5])[CH3:4]. (4) Given the reactants Cl.[CH3:2][P:3]1(=[O:9])[CH2:8][CH2:7][NH:6][CH2:5][CH2:4]1.[I-].[Na+].C([O-])([O-])=O.[Cs+].[Cs+].[CH2:18](Cl)[CH:19]=[CH2:20], predict the reaction product. The product is: [CH2:20]([N:6]1[CH2:7][CH2:8][P:3](=[O:9])([CH3:2])[CH2:4][CH2:5]1)[CH:19]=[CH2:18]. (5) Given the reactants [CH2:1]([O:8][C:9]1[C:23]([N+:24]([O-])=O)=[CH:22][C:21]([O:27][CH3:28])=[C:20]([CH3:29])[C:10]=1[C:11]([O:13][C:14]1[CH:19]=[CH:18][CH:17]=[CH:16][CH:15]=1)=[O:12])[C:2]1[CH:7]=[CH:6][CH:5]=[CH:4][CH:3]=1.[O-]S(S([O-])=O)=O.[Na+].[Na+].C1COCC1, predict the reaction product. The product is: [CH2:1]([O:8][C:9]1[C:23]([NH2:24])=[CH:22][C:21]([O:27][CH3:28])=[C:20]([CH3:29])[C:10]=1[C:11]([O:13][C:14]1[CH:19]=[CH:18][CH:17]=[CH:16][CH:15]=1)=[O:12])[C:2]1[CH:7]=[CH:6][CH:5]=[CH:4][CH:3]=1. (6) Given the reactants Cl.[NH2:2][CH2:3][C:4]1([OH:24])[CH2:8][CH2:7][N:6]([CH2:9][CH2:10][C:11]2[C:20]3[C:15](=[CH:16][CH:17]=[C:18]([O:21][CH3:22])[N:19]=3)[N:14]=[CH:13][C:12]=2[F:23])[CH2:5]1.[O:25]=[C:26]1[NH:31][C:30]2[N:32]=[C:33]([CH:36]=O)[CH:34]=[CH:35][C:29]=2[S:28][CH2:27]1.CCN(CC)CC.[BH4-].[Na+], predict the reaction product. The product is: [F:23][C:12]1[CH:13]=[N:14][C:15]2[C:20]([C:11]=1[CH2:10][CH2:9][N:6]1[CH2:7][CH2:8][C:4]([CH2:3][NH:2][CH2:36][C:33]3[CH:34]=[CH:35][C:29]4[S:28][CH2:27][C:26](=[O:25])[NH:31][C:30]=4[N:32]=3)([OH:24])[CH2:5]1)=[N:19][C:18]([O:21][CH3:22])=[CH:17][CH:16]=2. (7) Given the reactants [C@H:1]12[CH2:6][C@H:5]1[CH2:4][C@@H:3]([CH2:7][NH:8][C:9]([C:11]1[CH:12]=[CH:13][CH:14]=[C:15]3[O:19][CH:18]=[CH:17][C:16]=13)=[O:10])[NH:2]2.[NH2:20][C:21]1[S:22][C:23]([C:29]2[CH:30]=[C:31]([CH3:35])[CH:32]=[CH:33][CH:34]=2)=[C:24]([C:26](O)=[O:27])[N:25]=1, predict the reaction product. The product is: [NH2:20][C:21]1[S:22][C:23]([C:29]2[CH:30]=[C:31]([CH3:35])[CH:32]=[CH:33][CH:34]=2)=[C:24]([C:26]([N:2]2[C@H:3]([CH2:7][NH:8][C:9]([C:11]3[CH:12]=[CH:13][CH:14]=[C:15]4[O:19][CH:18]=[CH:17][C:16]=34)=[O:10])[CH2:4][C@H:5]3[C@@H:1]2[CH2:6]3)=[O:27])[N:25]=1.